From a dataset of Reaction yield outcomes from USPTO patents with 853,638 reactions. Predict the reaction yield, written as a fraction of the theoretical maximum amount of product (1.0 means a 100% yield; for example, 0.34 means a 34% yield). The reactants are [NH:1]1[C:5]2[CH:6]=[CH:7][CH:8]=[CH:9][C:4]=2[N:3]=[C:2]1[CH2:10][N:11]([CH:15]1[C:24]2[N:23]=[CH:22][CH:21]=[CH:20][C:19]=2[CH2:18][CH2:17][CH2:16]1)[CH2:12][CH2:13][NH2:14].[C:25]([O:29][C:30]([NH:32][C:33](N1C=CC=N1)=[N:34][C:35]([O:37][C:38]([CH3:41])([CH3:40])[CH3:39])=[O:36])=[O:31])([CH3:28])([CH3:27])[CH3:26]. The catalyst is C1COCC1. The product is [C:38]([O:37][C:35]([NH:34][C:33]([NH:32][C:30]([O:29][C:25]([CH3:28])([CH3:27])[CH3:26])=[O:31])=[N:14][CH2:13][CH2:12][N:11]([CH2:10][C:2]1[NH:3][C:4]2[CH:9]=[CH:8][CH:7]=[CH:6][C:5]=2[N:1]=1)[CH:15]1[C:24]2[N:23]=[CH:22][CH:21]=[CH:20][C:19]=2[CH2:18][CH2:17][CH2:16]1)=[O:36])([CH3:41])([CH3:40])[CH3:39]. The yield is 0.740.